Dataset: Catalyst prediction with 721,799 reactions and 888 catalyst types from USPTO. Task: Predict which catalyst facilitates the given reaction. (1) Reactant: C[O:2][C:3]([C:5]1[C:9]2[N:10]=[CH:11][N:12]([CH2:15][C:16]([C:18]3[CH:23]=[CH:22][CH:21]=[C:20]([O:24][CH3:25])[CH:19]=3)=[O:17])[C:13](=[O:14])[C:8]=2[N:7]([CH2:26][CH:27]=[C:28]([CH3:30])[CH3:29])[C:6]=1[N:31]1[CH2:36][CH2:35][CH2:34][C@@H:33]([NH:37][C:38]([O:40][C:41]([CH3:44])([CH3:43])[CH3:42])=[O:39])[CH2:32]1)=[O:4].[OH-].[Li+]. Product: [C:41]([O:40][C:38]([NH:37][C@@H:33]1[CH2:34][CH2:35][CH2:36][N:31]([C:6]2[N:7]([CH2:26][CH:27]=[C:28]([CH3:30])[CH3:29])[C:8]3[C:13](=[O:14])[N:12]([CH2:15][C:16]([C:18]4[CH:23]=[CH:22][CH:21]=[C:20]([O:24][CH3:25])[CH:19]=4)=[O:17])[CH:11]=[N:10][C:9]=3[C:5]=2[C:3]([OH:4])=[O:2])[CH2:32]1)=[O:39])([CH3:42])([CH3:43])[CH3:44]. The catalyst class is: 12. (2) Product: [CH3:1][S:2]([OH:5])(=[O:4])=[O:3].[CH3:1][S:2]([OH:5])(=[O:4])=[O:3].[CH:6]1([NH:9][C:10](=[O:35])[C:11]2[CH:16]=[CH:15][C:14]([CH3:17])=[C:13]([N:18]3[C:27](=[O:28])[C:26]4[C:21](=[CH:22][CH:23]=[C:24]([S:29][CH2:30][CH2:31][N:32]([CH3:34])[CH3:33])[CH:25]=4)[N:20]=[CH:19]3)[CH:12]=2)[CH2:8][CH2:7]1. Reactant: [CH3:1][S:2]([OH:5])(=[O:4])=[O:3].[CH:6]1([NH:9][C:10](=[O:35])[C:11]2[CH:16]=[CH:15][C:14]([CH3:17])=[C:13]([N:18]3[C:27](=[O:28])[C:26]4[C:21](=[CH:22][CH:23]=[C:24]([S:29][CH2:30][CH2:31][N:32]([CH3:34])[CH3:33])[CH:25]=4)[N:20]=[CH:19]3)[CH:12]=2)[CH2:8][CH2:7]1. The catalyst class is: 13. (3) Reactant: C[O:2][C:3](=[O:41])[C@H:4]1[O:10][C@@:8]([O:11][C:12]2[N:24]=[C:23]3[C:15]([O:16][C:17]4[C:22]3=[CH:21][CH:20]=[CH:19][CH:18]=4)=[C:14]3[CH:25]=[CH:26][CH:27]=[CH:28][C:13]=23)([OH:9])[C@H:7]([O:29]C(=O)C)[C@@H:6]([O:33]C(=O)C)[C@@H:5]1[O:37]C(=O)C.[OH-].[Na+].O.Cl. Product: [CH:25]1[C:14]2=[C:15]3[C:23](=[N:24][C:12]([O:11][C@:8]4([O:10][C@H:4]([C:3]([OH:41])=[O:2])[C@@H:5]([OH:37])[C@H:6]([OH:33])[C@H:7]4[OH:29])[OH:9])=[C:13]2[CH:28]=[CH:27][CH:26]=1)[C:22]1[C:17](=[CH:18][CH:19]=[CH:20][CH:21]=1)[O:16]3. The catalyst class is: 21.